This data is from Forward reaction prediction with 1.9M reactions from USPTO patents (1976-2016). The task is: Predict the product of the given reaction. (1) Given the reactants [Br:1][C:2]1[CH:7]=[CH:6][C:5]([CH2:8][NH2:9])=[C:4]([F:10])[CH:3]=1.[C:11]([C:15]1[CH:23]=[CH:22][C:18]([C:19](O)=[O:20])=[CH:17][CH:16]=1)([CH3:14])([CH3:13])[CH3:12].C1C=CC2N(O)N=NC=2C=1.CCN=C=NCCCN(C)C.CCN(C(C)C)C(C)C, predict the reaction product. The product is: [Br:1][C:2]1[CH:7]=[CH:6][C:5]([CH2:8][NH:9][C:19](=[O:20])[C:18]2[CH:22]=[CH:23][C:15]([C:11]([CH3:13])([CH3:12])[CH3:14])=[CH:16][CH:17]=2)=[C:4]([F:10])[CH:3]=1. (2) Given the reactants [CH:1]([C:4]1[N:8]2[CH:9]=[CH:10][C:11]([O:13][C@H:14]3[C:23]4[C:18](=[CH:19][CH:20]=[CH:21][CH:22]=4)[C@@H:17]([NH2:24])[CH2:16][CH2:15]3)=[CH:12][C:7]2=[N:6][N:5]=1)([CH3:3])[CH3:2].ClC(Cl)(Cl)C[O:28][C:29](=O)[NH:30][C:31]1[N:32]([C:40]2[CH:45]=[CH:44][C:43]([CH3:46])=[CH:42][CH:41]=2)[N:33]=[C:34]([C:36]([CH3:39])([CH3:38])[CH3:37])[CH:35]=1, predict the reaction product. The product is: [C:36]([C:34]1[CH:35]=[C:31]([NH:30][C:29]([NH:24][C@@H:17]2[C:18]3[C:23](=[CH:22][CH:21]=[CH:20][CH:19]=3)[C@H:14]([O:13][C:11]3[CH:10]=[CH:9][N:8]4[C:4]([CH:1]([CH3:3])[CH3:2])=[N:5][N:6]=[C:7]4[CH:12]=3)[CH2:15][CH2:16]2)=[O:28])[N:32]([C:40]2[CH:45]=[CH:44][C:43]([CH3:46])=[CH:42][CH:41]=2)[N:33]=1)([CH3:39])([CH3:37])[CH3:38].